From a dataset of Forward reaction prediction with 1.9M reactions from USPTO patents (1976-2016). Predict the product of the given reaction. (1) Given the reactants OC1C(=O)NN=C(CCC2C=CC=CC=2)C=1.C([O:24][C:25]1[N:26]=[N:27][C:28]([C:39]#[C:40][C:41]2[CH:46]=[CH:45][C:44]([Cl:47])=[CH:43][CH:42]=2)=[CH:29][C:30]=1[O:31]CC1C=CC=CC=1)C1C=CC=CC=1, predict the reaction product. The product is: [Cl:47][C:44]1[CH:45]=[CH:46][C:41]([CH2:40][CH2:39][C:28]2[CH:29]=[C:30]([OH:31])[C:25](=[O:24])[NH:26][N:27]=2)=[CH:42][CH:43]=1. (2) The product is: [N:18]([CH2:21][C@H:22]([CH3:46])[C@@H:23]([O:24][Si:25]([C:28]([CH3:31])([CH3:30])[CH3:29])([CH3:26])[CH3:27])[C@H:32]([NH:33][C:39](=[O:40])[O:41][C:42]([CH3:45])([CH3:43])[CH3:44])[CH2:36][OH:35])=[N+:19]=[N-:20]. Given the reactants C1(C)C=CC(S([O-])(=O)=O)=CC=1.[NH+]1C=CC=CC=1.[N:18]([CH2:21][C@H:22]([CH3:46])[C@H:23]([C@H:32]1[CH2:36][O:35]C(C)(C)[N:33]1[C:39]([O:41][C:42]([CH3:45])([CH3:44])[CH3:43])=[O:40])[O:24][Si:25]([C:28]([CH3:31])([CH3:30])[CH3:29])([CH3:27])[CH3:26])=[N+:19]=[N-:20].CCN(C(C)C)C(C)C.CC(OC(OC(OC(C)(C)C)=O)=O)(C)C, predict the reaction product.